From a dataset of Reaction yield outcomes from USPTO patents with 853,638 reactions. Predict the reaction yield, written as a fraction of the theoretical maximum amount of product (1.0 means a 100% yield; for example, 0.34 means a 34% yield). (1) The reactants are Cl[C:2]1[N:7]=[C:6]([N:8]([CH3:15])[CH:9]2[CH2:14][CH2:13][O:12][CH2:11][CH2:10]2)[CH:5]=[C:4]([Cl:16])[N:3]=1.C([O-])([O-])=O.[Na+].[Na+].[C:23]([O:27][C:28](=[O:58])[N:29]([CH2:31][CH:32]([O:50][Si:51]([C:54]([CH3:57])([CH3:56])[CH3:55])([CH3:53])[CH3:52])[CH2:33][O:34][C:35]1[CH:40]=[CH:39][CH:38]=[C:37](B2OC(C)(C)C(C)(C)O2)[CH:36]=1)[CH3:30])([CH3:26])([CH3:25])[CH3:24]. The catalyst is O1CCOCC1.O.C1C=CC([P]([Pd]([P](C2C=CC=CC=2)(C2C=CC=CC=2)C2C=CC=CC=2)([P](C2C=CC=CC=2)(C2C=CC=CC=2)C2C=CC=CC=2)[P](C2C=CC=CC=2)(C2C=CC=CC=2)C2C=CC=CC=2)(C2C=CC=CC=2)C2C=CC=CC=2)=CC=1. The product is [C:23]([O:27][C:28](=[O:58])[N:29]([CH2:31][CH:32]([O:50][Si:51]([C:54]([CH3:57])([CH3:56])[CH3:55])([CH3:52])[CH3:53])[CH2:33][O:34][C:35]1[CH:36]=[CH:37][CH:38]=[C:39]([C:2]2[N:3]=[C:4]([Cl:16])[CH:5]=[C:6]([N:8]([CH3:15])[CH:9]3[CH2:14][CH2:13][O:12][CH2:11][CH2:10]3)[N:7]=2)[CH:40]=1)[CH3:30])([CH3:24])([CH3:26])[CH3:25]. The yield is 0.400. (2) The reactants are [CH:1]([C:3]1[NH:4][C:5]([C:10]#[N:11])=[C:6]([C:8]#[N:9])[N:7]=1)=[CH2:2].[CH2:12](N(CC)CC)[CH3:13].S(OCC)(OCC)(=O)=O. The catalyst is C(OCC)(=O)C.C1COCC1.CCCCCC.C(OCC)(=O)C. The product is [CH2:12]([N:7]1[C:6]([C:8]#[N:9])=[C:5]([C:10]#[N:11])[N:4]=[C:3]1[CH:1]=[CH2:2])[CH3:13]. The yield is 0.650. (3) The reactants are C(O[BH-](OC(=O)C)OC(=O)C)(=O)C.[Na+].[Cl:15][C:16]1[C:17]([CH:27]=O)=[N:18][CH:19]=[C:20]([N:22]([CH3:26])[CH2:23][CH2:24][CH3:25])[N:21]=1.[CH2:29]([NH:36][CH2:37][CH2:38][OH:39])[C:30]1[CH:35]=[CH:34][CH:33]=[CH:32][CH:31]=1.C(=O)([O-])O.[Na+]. The catalyst is C(#N)C.C(O)(=O)C. The product is [CH2:29]([N:36]([CH2:27][C:17]1[C:16]([Cl:15])=[N:21][C:20]([N:22]([CH3:26])[CH2:23][CH2:24][CH3:25])=[CH:19][N:18]=1)[CH2:37][CH2:38][OH:39])[C:30]1[CH:35]=[CH:34][CH:33]=[CH:32][CH:31]=1. The yield is 0.910. (4) The reactants are [C:1](=[NH:23])([O:3][CH2:4][CH2:5][C:6]1[CH:11]=[CH:10][C:9]([O:12][C:13]2[CH:14]=[N:15][C:16]([C:19]([F:22])([F:21])[F:20])=[CH:17][CH:18]=2)=[CH:8][CH:7]=1)[NH2:2].[CH:24]([CH:26]([CH2:31][C:32]1[CH:33]=[N:34][C:35]([O:38][CH3:39])=[N:36][CH:37]=1)[C:27](OC)=O)=[O:25].C([O-])([O-])=O.[K+].[K+]. The catalyst is CN1C(=O)CCC1. The product is [CH3:39][O:38][C:35]1[N:34]=[CH:33][C:32]([CH2:31][C:26]2[C:24](=[O:25])[N:23]=[C:1]([O:3][CH2:4][CH2:5][C:6]3[CH:7]=[CH:8][C:9]([O:12][C:13]4[CH:14]=[N:15][C:16]([C:19]([F:22])([F:21])[F:20])=[CH:17][CH:18]=4)=[CH:10][CH:11]=3)[NH:2][CH:27]=2)=[CH:37][N:36]=1. The yield is 0.0965. (5) The reactants are [F:1][C:2]1[CH:7]=[CH:6][C:5]([B:8]([OH:10])[OH:9])=[CH:4][C:3]=1[C:11]([F:14])([F:13])[F:12].[CH2:15](O)[CH2:16]O. The catalyst is C1(C)C=CC=CC=1. The product is [F:1][C:2]1[CH:7]=[CH:6][C:5]([B:8]2[O:9][CH2:16][CH2:15][O:10]2)=[CH:4][C:3]=1[C:11]([F:14])([F:12])[F:13]. The yield is 1.00. (6) The reactants are C(NC(C)C)(C)C.[Li]CCCC.[Br:13][C:14]1[CH:19]=[CH:18][C:17]([F:20])=[C:16]([CH3:21])[CH:15]=1.CN([CH:25]=[O:26])C. The catalyst is C1COCC1. The product is [Br:13][C:14]1[CH:15]=[C:16]([CH3:21])[C:17]([F:20])=[C:18]([CH:19]=1)[CH:25]=[O:26]. The yield is 0.640.